From a dataset of Full USPTO retrosynthesis dataset with 1.9M reactions from patents (1976-2016). Predict the reactants needed to synthesize the given product. (1) Given the product [CH:10]1([N:13]2[CH:17]=[C:16]([C:18]3[CH:27]=[C:26]4[C:21](=[CH:20][CH:19]=3)[N:22]([C:38]([O:40][CH3:41])=[O:39])[C@@H:23]([CH3:36])[CH2:24][N:25]4[C:28]([O:30][CH:31]3[CH2:32][CH2:33][CH2:34][CH2:35]3)=[O:29])[CH:15]=[N:14]2)[CH2:12][CH2:11]1, predict the reactants needed to synthesize it. The reactants are: C(N(CC)C(C)C)(C)C.[CH:10]1([N:13]2[CH:17]=[C:16]([C:18]3[CH:27]=[C:26]4[C:21]([NH:22][C@@H:23]([CH3:36])[CH2:24][N:25]4[C:28]([O:30][CH:31]4[CH2:35][CH2:34][CH2:33][CH2:32]4)=[O:29])=[CH:20][CH:19]=3)[CH:15]=[N:14]2)[CH2:12][CH2:11]1.Cl[C:38]([O:40][CH3:41])=[O:39]. (2) Given the product [CH3:1][C:2]1[S:3][CH:4]=[C:5]([CH2:7][P:15](=[O:22])([C:16]2[CH:17]=[CH:18][CH:19]=[CH:20][CH:21]=2)[C:9]2[CH:14]=[CH:13][CH:12]=[CH:11][CH:10]=2)[N:6]=1, predict the reactants needed to synthesize it. The reactants are: [CH3:1][C:2]1[S:3][CH:4]=[C:5]([CH2:7]Cl)[N:6]=1.[C:9]1([PH:15](=[O:22])[C:16]2[CH:21]=[CH:20][CH:19]=[CH:18][CH:17]=2)[CH:14]=[CH:13][CH:12]=[CH:11][CH:10]=1.C(=O)([O-])[O-].[Cs+].[Cs+].OS([O-])(=O)=O.[Na+]. (3) The reactants are: [C:1]1(=[O:11])[O:6][C:4](=O)[C:3]2=[CH:7][CH:8]=[CH:9][CH:10]=[C:2]12.[NH2:12][C@H:13]([C:19]([OH:21])=[O:20])[CH2:14][CH2:15][C:16](=[O:18])[NH2:17]. Given the product [CH:8]1[CH:7]=[C:3]2[C:4]([N:12]([C@H:13]([C:19]([OH:21])=[O:20])[CH2:14][CH2:15][C:16]([NH2:17])=[O:18])[C:1](=[O:11])[C:2]2=[CH:10][CH:9]=1)=[O:6], predict the reactants needed to synthesize it.